This data is from M1 muscarinic receptor antagonist screen with 61,756 compounds. The task is: Binary Classification. Given a drug SMILES string, predict its activity (active/inactive) in a high-throughput screening assay against a specified biological target. The compound is O1C(CCC1)CNC(=O)Cc1[nH]c(=O)[nH]c(=O)c1. The result is 0 (inactive).